From a dataset of Full USPTO retrosynthesis dataset with 1.9M reactions from patents (1976-2016). Predict the reactants needed to synthesize the given product. (1) The reactants are: [NH2:1][C:2]1[CH2:3][C:4]([C:38]([N:40]([CH2:44][CH2:45][CH3:46])[CH2:41][CH2:42][CH3:43])=[O:39])=[CH:5][C:6]2[CH:12]=[CH:11][C:10]([C:13]([NH:15][C:16]3[CH:21]=[CH:20][CH:19]=[C:18]([CH2:22][CH2:23][CH2:24][CH2:25][CH2:26][N:27]4C(=O)C5C(=CC=CC=5)C4=O)[CH:17]=3)=[O:14])=[CH:9][C:7]=2[N:8]=1. Given the product [NH2:1][C:2]1[CH2:3][C:4]([C:38]([N:40]([CH2:41][CH2:42][CH3:43])[CH2:44][CH2:45][CH3:46])=[O:39])=[CH:5][C:6]2[CH:12]=[CH:11][C:10]([C:13]([NH:15][C:16]3[CH:21]=[CH:20][CH:19]=[C:18]([CH2:22][CH2:23][CH2:24][CH2:25][CH2:26][NH2:27])[CH:17]=3)=[O:14])=[CH:9][C:7]=2[N:8]=1, predict the reactants needed to synthesize it. (2) The reactants are: [Cl:1][C:2]1[CH:3]=[CH:4][C:5]([C:28]([F:31])([F:30])[F:29])=[C:6]([CH:27]=1)[CH2:7][N:8]1[CH2:13][CH2:12][NH:11][C:10]2[N:14]=[CH:15][C:16]([C:18]3[CH:19]=[C:20]([CH:24]=[CH:25][CH:26]=3)[C:21](O)=[O:22])=[CH:17][C:9]1=2.[CH2:32]([N:40]1[CH2:45][CH2:44][NH:43][CH2:42][CH2:41]1)[CH2:33][C:34]1[CH:39]=[CH:38][CH:37]=[CH:36][CH:35]=1. Given the product [Cl:1][C:2]1[CH:3]=[CH:4][C:5]([C:28]([F:30])([F:31])[F:29])=[C:6]([CH:27]=1)[CH2:7][N:8]1[CH2:13][CH2:12][NH:11][C:10]2[N:14]=[CH:15][C:16]([C:18]3[CH:19]=[C:20]([C:21]([N:43]4[CH2:44][CH2:45][N:40]([CH2:32][CH2:33][C:34]5[CH:39]=[CH:38][CH:37]=[CH:36][CH:35]=5)[CH2:41][CH2:42]4)=[O:22])[CH:24]=[CH:25][CH:26]=3)=[CH:17][C:9]1=2, predict the reactants needed to synthesize it. (3) Given the product [CH3:11][O:10][C:7]1[CH:6]=[C:5]2[C:4]([C:2]([CH3:1])=[N:15][NH:16]2)=[CH:9][CH:8]=1, predict the reactants needed to synthesize it. The reactants are: [CH3:1][C:2]([C:4]1[CH:9]=[CH:8][C:7]([O:10][CH3:11])=[CH:6][C:5]=1F)=O.O.O.[NH2:15][NH2:16]. (4) Given the product [CH2:20]([O:1][C:2]1[CH:3]=[CH:4][C:5]([C:8](=[O:11])[CH2:9][CH3:10])=[CH:6][CH:7]=1)[CH:19]=[CH2:18], predict the reactants needed to synthesize it. The reactants are: [OH:1][C:2]1[CH:7]=[CH:6][C:5]([C:8](=[O:11])[CH2:9][CH3:10])=[CH:4][CH:3]=1.C([O-])([O-])=O.[K+].[K+].[CH2:18](Br)[CH:19]=[CH2:20]. (5) Given the product [N:16]1([CH2:15][CH:13]([C:4]2[CH:3]=[C:2]([F:1])[C:7]3[C:8](=[O:11])[O:9][CH2:10][C:6]=3[C:5]=2[CH3:12])[OH:14])[CH2:21][CH2:20][N:19]([CH2:15][CH:13]([C:4]2[CH:3]=[C:2]([F:1])[C:7]3[C:8](=[O:11])[O:9][CH2:10][C:6]=3[C:5]=2[CH3:12])[OH:14])[CH2:18][CH2:17]1, predict the reactants needed to synthesize it. The reactants are: [F:1][C:2]1[C:7]2[C:8](=[O:11])[O:9][CH2:10][C:6]=2[C:5]([CH3:12])=[C:4]([CH:13]2[CH2:15][O:14]2)[CH:3]=1.[NH:16]1[CH2:21][CH2:20][NH:19][CH2:18][CH2:17]1. (6) Given the product [Cl:10][C:8]1[CH:9]=[C:4]2[C:5](=[CH:6][C:7]=1[Cl:11])[NH:12][C:13](=[O:22])[C:14]([CH3:15])([C:16]1[CH:17]=[CH:18][CH:19]=[CH:20][CH:21]=1)[C:3]2=[O:23], predict the reactants needed to synthesize it. The reactants are: CO[C:3](=[O:23])[C:4]1[CH:9]=[C:8]([Cl:10])[C:7]([Cl:11])=[CH:6][C:5]=1[NH:12][C:13](=[O:22])[CH:14]([C:16]1[CH:21]=[CH:20][CH:19]=[CH:18][CH:17]=1)[CH3:15].[Li+].C[Si]([N-][Si](C)(C)C)(C)C. (7) Given the product [NH:12]1[CH2:13][CH:14]=[C:15]([C:3]2[C:4]3[C:9](=[CH:8][CH:7]=[CH:6][CH:5]=3)[NH:1][CH:2]=2)[CH2:16][CH2:17]1, predict the reactants needed to synthesize it. The reactants are: [NH:1]1[C:9]2[C:4](=[CH:5][CH:6]=[CH:7][CH:8]=2)[CH:3]=[CH:2]1.Cl.O.[NH:12]1[CH2:17][CH2:16][C:15](=O)[CH2:14][CH2:13]1.[OH-].[K+].O.